This data is from Reaction yield outcomes from USPTO patents with 853,638 reactions. The task is: Predict the reaction yield, written as a fraction of the theoretical maximum amount of product (1.0 means a 100% yield; for example, 0.34 means a 34% yield). (1) The reactants are [F:1][C:2]1[CH:7]=[CH:6][CH:5]=[CH:4][C:3]=1[C:8]1[N:9]=[C:10]([C:24]2[C:25]([CH3:34])=[N:26][N:27]3[CH:32]=[CH:31][C:30]([OH:33])=[CH:29][C:28]=23)[S:11][C:12]=1[C:13]1[N:17]=[CH:16][N:15]([CH:18]2[CH2:23][CH2:22][CH2:21][CH2:20][O:19]2)[N:14]=1.Cl.Cl[CH2:37][CH2:38][N:39]1[CH2:44][CH2:43][CH2:42][CH2:41][CH2:40]1.C(=O)([O-])[O-].[K+].[K+].CN(C=O)C. The catalyst is CCOC(C)=O.O. The product is [F:1][C:2]1[CH:7]=[CH:6][CH:5]=[CH:4][C:3]=1[C:8]1[N:9]=[C:10]([C:24]2[C:25]([CH3:34])=[N:26][N:27]3[CH:32]=[CH:31][C:30]([O:33][CH2:37][CH2:38][N:39]4[CH2:44][CH2:43][CH2:42][CH2:41][CH2:40]4)=[CH:29][C:28]=23)[S:11][C:12]=1[C:13]1[N:17]=[CH:16][N:15]([CH:18]2[CH2:23][CH2:22][CH2:21][CH2:20][O:19]2)[N:14]=1. The yield is 0.950. (2) The reactants are [NH2:1][C:2](=[O:36])[CH:3]([CH3:35])[O:4][C:5]1[CH:6]=[C:7]2[C:12](=[CH:13][CH:14]=1)[N:11]=[C:10]([CH2:15][CH:16]([CH3:18])[CH3:17])[C:9]([CH2:19][NH:20]C(=O)OC(C)(C)C)=[C:8]2[C:28]1[CH:33]=[CH:32][CH:31]=[CH:30][C:29]=1[F:34].Cl. The catalyst is O1CCOCC1. The product is [NH2:20][CH2:19][C:9]1[C:10]([CH2:15][CH:16]([CH3:18])[CH3:17])=[N:11][C:12]2[C:7]([C:8]=1[C:28]1[CH:33]=[CH:32][CH:31]=[CH:30][C:29]=1[F:34])=[CH:6][C:5]([O:4][CH:3]([CH3:35])[C:2]([NH2:1])=[O:36])=[CH:14][CH:13]=2. The yield is 0.730. (3) The reactants are [Br:1][C:2]1[CH:3]=[CH:4][C:5](=[O:8])[NH:6][CH:7]=1.IC.[C:11](=O)([O-])[O-].[K+].[K+]. The catalyst is CN(C=O)C. The product is [Br:1][C:2]1[CH:3]=[CH:4][C:5](=[O:8])[N:6]([CH3:11])[CH:7]=1. The yield is 0.210.